From a dataset of Forward reaction prediction with 1.9M reactions from USPTO patents (1976-2016). Predict the product of the given reaction. Given the reactants Br[C:2]1[CH:3]=[C:4]([F:22])[C:5]2[O:9][C:8]([C:10]3[CH:15]=[CH:14][C:13]([S:16]([CH3:19])(=[O:18])=[O:17])=[CH:12][C:11]=3[F:20])=[N:7][C:6]=2[CH:21]=1.[CH3:23][C:24]1([CH3:40])[C:28]([CH3:30])([CH3:29])[O:27][B:26]([B:26]2[O:27][C:28]([CH3:30])([CH3:29])[C:24]([CH3:40])([CH3:23])[O:25]2)[O:25]1.C([O-])(=O)C.[K+].C(Cl)Cl, predict the reaction product. The product is: [F:22][C:4]1[C:5]2[O:9][C:8]([C:10]3[CH:15]=[CH:14][C:13]([S:16]([CH3:19])(=[O:18])=[O:17])=[CH:12][C:11]=3[F:20])=[N:7][C:6]=2[CH:21]=[C:2]([B:26]2[O:27][C:28]([CH3:30])([CH3:29])[C:24]([CH3:40])([CH3:23])[O:25]2)[CH:3]=1.